From a dataset of NCI-60 drug combinations with 297,098 pairs across 59 cell lines. Regression. Given two drug SMILES strings and cell line genomic features, predict the synergy score measuring deviation from expected non-interaction effect. (1) Drug 1: COC1=NC(=NC2=C1N=CN2C3C(C(C(O3)CO)O)O)N. Drug 2: CC1=C(C(=O)C2=C(C1=O)N3CC4C(C3(C2COC(=O)N)OC)N4)N. Cell line: UACC62. Synergy scores: CSS=38.6, Synergy_ZIP=2.44, Synergy_Bliss=2.91, Synergy_Loewe=-32.2, Synergy_HSA=2.14. (2) Drug 1: CC1=C(C=C(C=C1)C(=O)NC2=CC(=CC(=C2)C(F)(F)F)N3C=C(N=C3)C)NC4=NC=CC(=N4)C5=CN=CC=C5. Drug 2: C1C(C(OC1N2C=NC3=C2NC=NCC3O)CO)O. Cell line: U251. Synergy scores: CSS=-3.69, Synergy_ZIP=6.04, Synergy_Bliss=5.73, Synergy_Loewe=-4.55, Synergy_HSA=-3.57. (3) Drug 1: CC1=C2C(C(=O)C3(C(CC4C(C3C(C(C2(C)C)(CC1OC(=O)C(C(C5=CC=CC=C5)NC(=O)OC(C)(C)C)O)O)OC(=O)C6=CC=CC=C6)(CO4)OC(=O)C)OC)C)OC. Drug 2: CC12CCC3C(C1CCC2=O)CC(=C)C4=CC(=O)C=CC34C. Cell line: NCI/ADR-RES. Synergy scores: CSS=23.8, Synergy_ZIP=0.728, Synergy_Bliss=-0.215, Synergy_Loewe=-0.0461, Synergy_HSA=0.211. (4) Synergy scores: CSS=37.7, Synergy_ZIP=-5.21, Synergy_Bliss=3.17, Synergy_Loewe=-1.04, Synergy_HSA=2.73. Drug 1: CNC(=O)C1=CC=CC=C1SC2=CC3=C(C=C2)C(=NN3)C=CC4=CC=CC=N4. Drug 2: CC1OCC2C(O1)C(C(C(O2)OC3C4COC(=O)C4C(C5=CC6=C(C=C35)OCO6)C7=CC(=C(C(=C7)OC)O)OC)O)O. Cell line: T-47D. (5) Drug 1: C1=C(C(=O)NC(=O)N1)N(CCCl)CCCl. Drug 2: CC1=C(C(=CC=C1)Cl)NC(=O)C2=CN=C(S2)NC3=CC(=NC(=N3)C)N4CCN(CC4)CCO. Cell line: HT29. Synergy scores: CSS=36.4, Synergy_ZIP=-5.42, Synergy_Bliss=1.25, Synergy_Loewe=1.05, Synergy_HSA=5.09. (6) Drug 1: COC1=CC(=CC(=C1O)OC)C2C3C(COC3=O)C(C4=CC5=C(C=C24)OCO5)OC6C(C(C7C(O6)COC(O7)C8=CC=CS8)O)O. Drug 2: C1=CC(=CC=C1CCCC(=O)O)N(CCCl)CCCl. Cell line: SF-295. Synergy scores: CSS=71.2, Synergy_ZIP=-2.70, Synergy_Bliss=-6.51, Synergy_Loewe=-7.84, Synergy_HSA=-2.40. (7) Drug 1: CC1C(C(=O)NC(C(=O)N2CCCC2C(=O)N(CC(=O)N(C(C(=O)O1)C(C)C)C)C)C(C)C)NC(=O)C3=C4C(=C(C=C3)C)OC5=C(C(=O)C(=C(C5=N4)C(=O)NC6C(OC(=O)C(N(C(=O)CN(C(=O)C7CCCN7C(=O)C(NC6=O)C(C)C)C)C)C(C)C)C)N)C. Drug 2: C1=NNC2=C1C(=O)NC=N2. Cell line: UACC-257. Synergy scores: CSS=9.85, Synergy_ZIP=-2.16, Synergy_Bliss=0.469, Synergy_Loewe=-2.99, Synergy_HSA=-0.795. (8) Drug 1: C1=C(C(=O)NC(=O)N1)N(CCCl)CCCl. Drug 2: CS(=O)(=O)OCCCCOS(=O)(=O)C. Cell line: SK-MEL-28. Synergy scores: CSS=10.4, Synergy_ZIP=-0.881, Synergy_Bliss=6.47, Synergy_Loewe=-9.07, Synergy_HSA=1.66. (9) Drug 1: CC1C(C(CC(O1)OC2CC(CC3=C2C(=C4C(=C3O)C(=O)C5=C(C4=O)C(=CC=C5)OC)O)(C(=O)C)O)N)O.Cl. Drug 2: C1=NC(=NC(=O)N1C2C(C(C(O2)CO)O)O)N. Cell line: HS 578T. Synergy scores: CSS=19.9, Synergy_ZIP=-5.69, Synergy_Bliss=1.67, Synergy_Loewe=-4.55, Synergy_HSA=0.869.